This data is from Full USPTO retrosynthesis dataset with 1.9M reactions from patents (1976-2016). The task is: Predict the reactants needed to synthesize the given product. (1) Given the product [Cl:2][C:3]1[C:8]([F:9])=[CH:7][CH:6]=[CH:5][C:4]=1[CH:10]1[CH2:15][CH2:14][N:13]([C:32]([C:31]2[C:25]3[CH2:24][N:23]([C:21]([O:20][C:16]([CH3:19])([CH3:18])[CH3:17])=[O:22])[CH2:28][CH2:27][C:26]=3[NH:29][N:30]=2)=[O:33])[CH2:12][CH2:11]1, predict the reactants needed to synthesize it. The reactants are: Cl.[Cl:2][C:3]1[C:8]([F:9])=[CH:7][CH:6]=[CH:5][C:4]=1[CH:10]1[CH2:15][CH2:14][NH:13][CH2:12][CH2:11]1.[C:16]([O:20][C:21]([N:23]1[CH2:28][CH2:27][C:26]2[NH:29][N:30]=[C:31]([C:32](O)=[O:33])[C:25]=2[CH2:24]1)=[O:22])([CH3:19])([CH3:18])[CH3:17].C(N(C(C)C)CC)(C)C.CCN=C=NCCCN(C)C.C1C=CC2N(O)N=NC=2C=1. (2) Given the product [Cl:17][C:14]1[CH:15]=[CH:16][C:11]([N:8]2[CH2:9][CH2:10][N:5]([C:3](=[O:4])[CH2:2][N:25]3[C:24]4[CH:26]=[CH:27][C:28]([C:30]#[N:31])=[CH:29][C:23]=4[O:22][C:21]3=[O:20])[CH2:6][CH2:7]2)=[CH:12][C:13]=1[O:18][CH3:19], predict the reactants needed to synthesize it. The reactants are: Cl[CH2:2][C:3]([N:5]1[CH2:10][CH2:9][N:8]([C:11]2[CH:16]=[CH:15][C:14]([Cl:17])=[C:13]([O:18][CH3:19])[CH:12]=2)[CH2:7][CH2:6]1)=[O:4].[O:20]=[C:21]1[NH:25][C:24]2[CH:26]=[CH:27][C:28]([C:30]#[N:31])=[CH:29][C:23]=2[O:22]1.C(=O)([O-])[O-].[Cs+].[Cs+]. (3) Given the product [OH:19][C:20]1[C:25]2[C:26](=[O:29])/[C:27](=[CH:11]/[C:4]3[C:5]4[C:6](=[N:7][CH:8]=[CH:9][CH:10]=4)[N:2]([CH3:1])[C:3]=3[C:13]3[CH:18]=[CH:17][CH:16]=[CH:15][CH:14]=3)/[O:28][C:24]=2[CH:23]=[C:22]([OH:33])[CH:21]=1, predict the reactants needed to synthesize it. The reactants are: [CH3:1][N:2]1[C:6]2=[N:7][CH:8]=[CH:9][CH:10]=[C:5]2[C:4]([CH:11]=O)=[C:3]1[C:13]1[CH:18]=[CH:17][CH:16]=[CH:15][CH:14]=1.[OH:19][C:20]1[C:25]2[C:26](=[O:29])[CH2:27][O:28][C:24]=2[CH:23]=[CH:22][CH:21]=1.Cl.C([OH:33])C. (4) Given the product [ClH:37].[Cl:37][C:32]1[CH:33]=[CH:34][CH:35]=[C:36]2[C:31]=1[CH:30]=[CH:29][C:28](=[O:38])[N:27]2[CH2:26][CH2:25][N:22]1[CH2:23][CH2:24][CH:19]([NH:7][CH2:8][C:9]2[CH:18]=[CH:17][C:12]3[O:13][CH2:14][CH2:15][O:16][C:11]=3[CH:10]=2)[CH2:20][CH2:21]1, predict the reactants needed to synthesize it. The reactants are: C(OC(=O)[N:7]([CH:19]1[CH2:24][CH2:23][N:22]([CH2:25][CH2:26][N:27]2[C:36]3[C:31](=[C:32]([Cl:37])[CH:33]=[CH:34][CH:35]=3)[CH:30]=[CH:29][C:28]2=[O:38])[CH2:21][CH2:20]1)[CH2:8][C:9]1[CH:18]=[CH:17][C:12]2[O:13][CH2:14][CH2:15][O:16][C:11]=2[CH:10]=1)(C)(C)C.Cl.O1CCOCC1. (5) Given the product [Br:1][C:2]1[C:7]([F:8])=[CH:6][CH:5]=[CH:4][C:3]=1[CH2:9][CH2:12][C:13]([OH:15])=[O:14], predict the reactants needed to synthesize it. The reactants are: [Br:1][C:2]1[C:7]([F:8])=[CH:6][CH:5]=[CH:4][C:3]=1[CH2:9]Br.C(OC)(=O)[CH2:12][C:13]([O:15]C)=[O:14].[H-].[Na+].Cl.